Dataset: Forward reaction prediction with 1.9M reactions from USPTO patents (1976-2016). Task: Predict the product of the given reaction. (1) The product is: [N:1]1[N:2]([C:6]2[CH:7]=[C:8]([NH:12][C:13]3[C:18]([C:19](=[O:39])[NH2:20])=[C:17]([O:21][CH3:22])[N:16]=[C:15]([NH:23][C@@H:24]4[CH2:29][CH2:28][CH2:27][CH2:26][C@@H:25]4[NH:30][C:31](=[O:37])[O:32][C:33]([CH3:34])([CH3:36])[CH3:35])[N:14]=3)[CH:9]=[CH:10][CH:11]=2)[N:3]=[CH:4][CH:5]=1. Given the reactants [N:1]1[N:2]([C:6]2[CH:7]=[C:8]([NH:12][C:13]3[C:18]([C:19]#[N:20])=[C:17]([O:21][CH3:22])[N:16]=[C:15]([NH:23][C@@H:24]4[CH2:29][CH2:28][CH2:27][CH2:26][C@@H:25]4[NH:30][C:31](=[O:37])[O:32][C:33]([CH3:36])([CH3:35])[CH3:34])[N:14]=3)[CH:9]=[CH:10][CH:11]=2)[N:3]=[CH:4][CH:5]=1.C([O-])([O-])=[O:39].[K+].[K+].OO, predict the reaction product. (2) Given the reactants [Si]([O:8][CH2:9][CH2:10][N:11]([CH3:41])[C:12]([C:14]1[C:19]([O:20][CH2:21][C:22]2[CH:27]=[CH:26][CH:25]=[CH:24][CH:23]=2)=[C:18]([OH:28])[N:17]=[C:16]([CH2:29][C:30]2([C:35]3[CH:40]=[CH:39][CH:38]=[CH:37][CH:36]=3)[CH2:34][CH2:33][CH2:32][CH2:31]2)[N:15]=1)=[O:13])(C(C)(C)C)(C)C.OCCN(C)C(C1C(OCC2C=CC=CC=2)=C(O)N=C(CC2C=CC=CC=2C2C=CC=CC=2)N=1)=O, predict the reaction product. The product is: [OH:8][CH2:9][CH2:10][N:11]([CH3:41])[C:12]([C:14]1[C:19]([O:20][CH2:21][C:22]2[CH:27]=[CH:26][CH:25]=[CH:24][CH:23]=2)=[C:18]([OH:28])[N:17]=[C:16]([CH2:29][C:30]2([C:35]3[CH:40]=[CH:39][CH:38]=[CH:37][CH:36]=3)[CH2:34][CH2:33][CH2:32][CH2:31]2)[N:15]=1)=[O:13]. (3) Given the reactants [NH2:1][C:2]1[CH:3]=[CH:4][C:5]([F:29])=[C:6]([C@:8]2([CH3:28])[CH2:13][N:12]3[C:14]([C:18]#[N:19])=[C:15]([Cl:17])[N:16]=[C:11]3[C:10]([NH:20][C:21](=[O:27])[O:22][C:23]([CH3:26])([CH3:25])[CH3:24])=[N:9]2)[CH:7]=1.[C:30]([C:32]1[CH:33]=[CH:34][C:35]([C:38](O)=[O:39])=[N:36][CH:37]=1)#[N:31], predict the reaction product. The product is: [Cl:17][C:15]1[N:16]=[C:11]2[C:10]([NH:20][C:21](=[O:27])[O:22][C:23]([CH3:25])([CH3:24])[CH3:26])=[N:9][C@@:8]([C:6]3[CH:7]=[C:2]([NH:1][C:38]([C:35]4[CH:34]=[CH:33][C:32]([C:30]#[N:31])=[CH:37][N:36]=4)=[O:39])[CH:3]=[CH:4][C:5]=3[F:29])([CH3:28])[CH2:13][N:12]2[C:14]=1[C:18]#[N:19]. (4) Given the reactants C([O:4][C:5]1[CH:10]=[CH:9][C:8]([CH2:11][N:12]2[CH2:17][C@@H:16]3[CH2:18][C@H:13]2[CH2:14][N:15]3[C:19](=[O:21])[CH3:20])=[CH:7][CH:6]=1)(=O)C.[OH-].[Na+:23], predict the reaction product. The product is: [C:19]([N:15]1[CH2:14][C@@H:13]2[CH2:18][C@H:16]1[CH2:17][N:12]2[CH2:11][C:8]1[CH:7]=[CH:6][C:5]([O-:4])=[CH:10][CH:9]=1)(=[O:21])[CH3:20].[Na+:23]. (5) Given the reactants [F:1][C:2]1[C:8]([CH3:9])=[CH:7][C:5]([NH2:6])=[C:4]([C:10]#[C:11][Si:12]([CH3:15])([CH3:14])[CH3:13])[CH:3]=1.C(OCC)C, predict the reaction product. The product is: [F:1][C:2]1[CH:3]=[C:4]2[C:5](=[CH:7][C:8]=1[CH3:9])[NH:6][C:11]([Si:12]([CH3:13])([CH3:15])[CH3:14])=[CH:10]2.[F:1][C:2]1[CH:3]=[C:4]2[C:5](=[CH:7][C:8]=1[CH3:9])[NH:6][CH:11]=[CH:10]2.